Task: Predict the reactants needed to synthesize the given product.. Dataset: Full USPTO retrosynthesis dataset with 1.9M reactions from patents (1976-2016) (1) Given the product [Cl:39][C:34]1[CH:35]=[CH:36][CH:37]=[CH:38][C:33]=1[N:32]1[CH:28]([C:25]2[CH:24]=[CH:23][C:22]([C:18]3[CH:19]=[CH:20][CH:21]=[C:16]([S:13]([CH2:12][CH2:11][CH2:10][NH:8][CH3:1])(=[O:15])=[O:14])[CH:17]=3)=[CH:27][CH:26]=2)[CH2:29][C:30]([C:40]([C:46]([F:49])([F:47])[F:48])([C:42]([F:43])([F:45])[F:44])[OH:41])=[N:31]1, predict the reactants needed to synthesize it. The reactants are: [C:1]([N:8]([CH2:10][CH2:11][CH2:12][S:13]([C:16]1[CH:17]=[C:18]([C:22]2[CH:27]=[CH:26][C:25]([CH:28]3[N:32]([C:33]4[CH:38]=[CH:37][CH:36]=[CH:35][C:34]=4[Cl:39])[N:31]=[C:30]([C:40]([C:46]([F:49])([F:48])[F:47])([C:42]([F:45])([F:44])[F:43])[OH:41])[CH2:29]3)=[CH:24][CH:23]=2)[CH:19]=[CH:20][CH:21]=1)(=[O:15])=[O:14])C)(OC(C)(C)C)=O.FC(F)(F)C(O)=O. (2) Given the product [CH:25]1([CH2:24][N:13]2[CH2:14][C@H:15]([C:18]3[CH:23]=[CH:22][CH:21]=[CH:20][CH:19]=3)[CH2:16][CH2:17][C@@H:11]([NH:10][C:46]([N:43]3[CH2:44][CH2:45][CH:40]([N:39]4[CH2:38][C:37]5[C:32](=[CH:33][CH:34]=[CH:35][CH:36]=5)[NH:31][C:30]4=[O:29])[CH2:41][CH2:42]3)=[O:47])[C:12]2=[O:28])[CH2:27][CH2:26]1, predict the reactants needed to synthesize it. The reactants are: C(N(C(C)C)CC)(C)C.[NH2:10][C@@H:11]1[CH2:17][CH2:16][C@@H:15]([C:18]2[CH:23]=[CH:22][CH:21]=[CH:20][CH:19]=2)[CH2:14][N:13]([CH2:24][CH:25]2[CH2:27][CH2:26]2)[C:12]1=[O:28].[O:29]=[C:30]1[N:39]([CH:40]2[CH2:45][CH2:44][N:43]([C:46](Cl)=[O:47])[CH2:42][CH2:41]2)[CH2:38][C:37]2[C:32](=[CH:33][CH:34]=[CH:35][CH:36]=2)[NH:31]1. (3) Given the product [CH2:10]([O:12][C:13](=[O:30])[CH2:14][C@H:15]([C@H:16]1[CH2:20][O:19][C:18]([CH3:22])([CH3:21])[N:17]1[C:23]([O:25][C:26]([CH3:29])([CH3:28])[CH3:27])=[O:24])[CH3:2])[CH3:11], predict the reactants needed to synthesize it. The reactants are: [Li][CH3:2].[Li+].[Br-].C[Si](Cl)(C)C.[CH2:10]([O:12][C:13](=[O:30])/[CH:14]=[CH:15]/[C@H:16]1[CH2:20][O:19][C:18]([CH3:22])([CH3:21])[N:17]1[C:23]([O:25][C:26]([CH3:29])([CH3:28])[CH3:27])=[O:24])[CH3:11].[Cl-].[NH4+].[OH-].[NH4+]. (4) Given the product [F:1][C:2]1[CH:7]=[CH:6][C:5]([CH2:8][C:9]2[CH:18]=[C:17]3[C:12]([C:13]([OH:34])=[C:14]([C:29]([NH:35][C@@H:36]([CH2:37][OH:38])[CH2:39][CH:40]([CH3:42])[CH3:41])=[O:30])[C:15](=[O:28])[N:16]3[CH2:19][CH2:20][N:21]3[CH2:26][CH2:25][CH2:24][CH2:23][C:22]3=[O:27])=[N:11][CH:10]=2)=[CH:4][CH:3]=1, predict the reactants needed to synthesize it. The reactants are: [F:1][C:2]1[CH:7]=[CH:6][C:5]([CH2:8][C:9]2[CH:18]=[C:17]3[C:12]([C:13]([OH:34])=[C:14]([C:29](OCC)=[O:30])[C:15](=[O:28])[N:16]3[CH2:19][CH2:20][N:21]3[CH2:26][CH2:25][CH2:24][CH2:23][C:22]3=[O:27])=[N:11][CH:10]=2)=[CH:4][CH:3]=1.[NH2:35][C@H:36]([CH2:39][CH:40]([CH3:42])[CH3:41])[CH2:37][OH:38].OS([O-])(=O)=O.[Na+]. (5) Given the product [F:1][C:2]1[CH:3]=[C:4]2[C:8](=[CH:9][CH:10]=1)[N:7]([C:24]([O:26][C:27]([CH3:28])([CH3:29])[CH3:30])=[O:25])[C:6]([B:45]1[O:49][C:48]([CH3:51])([CH3:50])[C:47]([CH3:53])([CH3:52])[O:46]1)=[CH:5]2, predict the reactants needed to synthesize it. The reactants are: [F:1][C:2]1[CH:3]=[C:4]2[C:8](=[CH:9][CH:10]=1)[NH:7][CH:6]=[CH:5]2.C([Li])CCC.[C:24](O[C:24]([O:26][C:27]([CH3:30])([CH3:29])[CH3:28])=[O:25])([O:26][C:27]([CH3:30])([CH3:29])[CH3:28])=[O:25].CC1(C)CCCC(C)(C)N1.C(O[B:45]1[O:49][C:48]([CH3:51])([CH3:50])[C:47]([CH3:53])([CH3:52])[O:46]1)(C)C.[Li]N1C(C)(C)CCCC1(C)C.C(O)(=O)CC(CC(O)=O)(C(O)=O)O. (6) Given the product [OH:22][C:23]1[CH:29]=[CH:28][C:26]([NH:27][S:2]([C:5]2[CH:14]=[CH:13][C:12]3[NH:11][C:10](=[O:15])[C:9]4[NH:16][CH:17]=[CH:18][C:8]=4[C:7]=3[CH:6]=2)(=[O:3])=[O:4])=[CH:25][CH:24]=1.[CH2:18]([C:19]([O-:21])=[O:20])[CH3:17], predict the reactants needed to synthesize it. The reactants are: Cl[S:2]([C:5]1[CH:14]=[CH:13][C:12]2[NH:11][C:10](=[O:15])[C:9]3[NH:16][CH:17]=[C:18]([C:19]([OH:21])=[O:20])[C:8]=3[C:7]=2[CH:6]=1)(=[O:4])=[O:3].[OH:22][C:23]1[CH:29]=[CH:28][C:26]([NH2:27])=[CH:25][CH:24]=1. (7) Given the product [C:34]([O:1][CH2:2][CH2:3][CH2:4][CH2:5][C:6]#[C:7][CH2:8][O:9][C:10]1[CH:15]=[CH:14][C:13]([S:16]([N:19]2[CH2:24][CH2:23][S:22][C:21]([CH3:26])([CH3:25])[C@@H:20]2[C:27]([O:29][C:30]([CH3:33])([CH3:32])[CH3:31])=[O:28])(=[O:18])=[O:17])=[CH:12][CH:11]=1)(=[O:36])[CH3:35], predict the reactants needed to synthesize it. The reactants are: [OH:1][CH2:2][CH2:3][CH2:4][CH2:5][C:6]#[C:7][CH2:8][O:9][C:10]1[CH:15]=[CH:14][C:13]([S:16]([N:19]2[CH2:24][CH2:23][S:22][C:21]([CH3:26])([CH3:25])[C@@H:20]2[C:27]([O:29][C:30]([CH3:33])([CH3:32])[CH3:31])=[O:28])(=[O:18])=[O:17])=[CH:12][CH:11]=1.[C:34](OC(=O)C)(=[O:36])[CH3:35].N1C=CC=CC=1.